Dataset: Forward reaction prediction with 1.9M reactions from USPTO patents (1976-2016). Task: Predict the product of the given reaction. (1) The product is: [NH2:29][CH2:28][CH2:27][CH2:26][O:25][C:24]1[CH:40]=[CH:41][C:21]([C:3]([C:6]2[CH:11]=[CH:10][C:9]([CH2:12][CH2:13][CH:14]([OH:19])[C:15]([CH3:17])([CH3:16])[CH3:18])=[C:8]([CH3:20])[CH:7]=2)([CH2:4][CH3:5])[CH2:1][CH3:2])=[CH:22][C:23]=1[CH3:42]. Given the reactants [CH2:1]([C:3]([C:21]1[CH:41]=[CH:40][C:24]([O:25][CH2:26][CH2:27][CH2:28][N:29]2C(=O)C3C(=CC=CC=3)C2=O)=[C:23]([CH3:42])[CH:22]=1)([C:6]1[CH:11]=[CH:10][C:9]([CH2:12][CH2:13][CH:14]([OH:19])[C:15]([CH3:18])([CH3:17])[CH3:16])=[C:8]([CH3:20])[CH:7]=1)[CH2:4][CH3:5])[CH3:2].O.NN, predict the reaction product. (2) Given the reactants Cl[C:2]1[C:7]([CH:8]=[O:9])=[CH:6][N:5]=[C:4]2[NH:10][CH:11]=[CH:12][C:3]=12.ClC1C(C=O)=C[N:17]=[C:16]2N([Si](C(C)C)(C(C)C)C(C)C)C=CC=12.CN, predict the reaction product. The product is: [CH3:16][NH:17][C:2]1[C:7]([CH:8]=[O:9])=[CH:6][N:5]=[C:4]2[NH:10][CH:11]=[CH:12][C:3]=12. (3) Given the reactants [CH3:1][C:2]([CH3:13])([CH3:12])[C:3]([NH:5][C:6]1[S:7][C:8]([CH3:11])=[CH:9][N:10]=1)=[O:4].ClC1C=C2C(N=CC=C2)=C2C=1C=CC=N2.C(=O)([O-])[O-].[Cs+].[Cs+].[Cl:35][C:36]1[CH:41]=[C:40](I)[CH:39]=[C:38]([Cl:43])[CH:37]=1.[OH-].[NH4+].O, predict the reaction product. The product is: [Cl:35][C:36]1[CH:41]=[C:40]([N:10]2[CH:9]=[C:8]([CH3:11])[S:7]/[C:6]/2=[N:5]\[C:3](=[O:4])[C:2]([CH3:13])([CH3:12])[CH3:1])[CH:39]=[C:38]([Cl:43])[CH:37]=1. (4) Given the reactants C(OC([N:8]1[CH2:13][CH2:12][CH:11]([NH:14][CH2:15][C:16]2[CH:17]=[C:18]([CH:43]=[CH:44][CH:45]=2)[C:19]([N:21]2[CH2:34][C:33]([CH3:36])([CH3:35])[C:32]3[C:31]4[CH:30]=[CH:29][CH:28]=[CH:27][C:26]=4[NH:25][C:24]=3[C:23]([C:37]([O:39][CH:40]([CH3:42])[CH3:41])=[O:38])=[CH:22]2)=[O:20])[CH2:10][CH2:9]1)=O)(C)(C)C.FC(F)(F)C(O)=O.C(=O)(O)[O-].[Na+].[Cl:58]CCl, predict the reaction product. The product is: [ClH:58].[ClH:58].[CH3:36][C:33]1([CH3:35])[C:32]2[C:31]3[CH:30]=[CH:29][CH:28]=[CH:27][C:26]=3[NH:25][C:24]=2[C:23]([C:37]([O:39][CH:40]([CH3:42])[CH3:41])=[O:38])=[CH:22][N:21]([C:19](=[O:20])[C:18]2[CH:43]=[CH:44][CH:45]=[C:16]([CH2:15][NH:14][CH:11]3[CH2:12][CH2:13][NH:8][CH2:9][CH2:10]3)[CH:17]=2)[CH2:34]1.